Dataset: Forward reaction prediction with 1.9M reactions from USPTO patents (1976-2016). Task: Predict the product of the given reaction. (1) Given the reactants C(O[BH-](OC(=O)C)OC(=O)C)(=O)C.[Na+].[Cl:15][C:16]1[CH:17]=[C:18]([CH2:28][C:29]2[O:33][C:32]([C:34]([NH:36][C:37]3[CH:42]=[CH:41][C:40]([CH:43]=O)=[CH:39][CH:38]=3)=[O:35])=[CH:31][CH:30]=2)[C:19]2[O:23][C:22]([CH:24]([CH3:26])[CH3:25])=[CH:21][C:20]=2[CH:27]=1.[NH:45]1[CH2:50][CH2:49][O:48][CH2:47][CH2:46]1, predict the reaction product. The product is: [ClH:15].[Cl:15][C:16]1[CH:17]=[C:18]([CH2:28][C:29]2[O:33][C:32]([C:34]([NH:36][C:37]3[CH:38]=[CH:39][C:40]([CH2:43][N:45]4[CH2:50][CH2:49][O:48][CH2:47][CH2:46]4)=[CH:41][CH:42]=3)=[O:35])=[CH:31][CH:30]=2)[C:19]2[O:23][C:22]([CH:24]([CH3:25])[CH3:26])=[CH:21][C:20]=2[CH:27]=1. (2) Given the reactants Br[C:2]1[CH:3]=[CH:4][C:5]([N:10]2[CH:14]=[C:13]([CH3:15])[N:12]=[CH:11]2)=[C:6]([CH:9]=1)[C:7]#[N:8].[F:16][C:17]1[CH:29]=[CH:28][C:20]([CH2:21][N:22]2[CH:26]=[CH:25][C:24]([NH2:27])=[N:23]2)=[CH:19][CH:18]=1, predict the reaction product. The product is: [F:16][C:17]1[CH:29]=[CH:28][C:20]([CH2:21][N:22]2[CH:26]=[CH:25][C:24]([NH:27][C:2]3[CH:3]=[CH:4][C:5]([N:10]4[CH:14]=[C:13]([CH3:15])[N:12]=[CH:11]4)=[C:6]([CH:9]=3)[C:7]#[N:8])=[N:23]2)=[CH:19][CH:18]=1. (3) Given the reactants Cl.[CH3:2][O:3][C:4](=[O:8])[C@@H:5]([CH3:7])[NH2:6].[OH-].[Na+].[C:11](#[N:14])[CH:12]=[CH2:13].[C:15](O[C:15]([O:17][C:18]([CH3:21])([CH3:20])[CH3:19])=[O:16])([O:17][C:18]([CH3:21])([CH3:20])[CH3:19])=[O:16], predict the reaction product. The product is: [C:18]([O:17][C:15]([N:6]([CH2:13][CH2:12][C:11]#[N:14])[C@@H:5]([C:4]([O:3][CH3:2])=[O:8])[CH3:7])=[O:16])([CH3:21])([CH3:20])[CH3:19]. (4) The product is: [N+:14]([C:17]1[CH:23]=[CH:22][CH:21]=[CH:20][C:18]=1[NH:19][C:9](=[O:10])[C:8]1[CH:12]=[CH:13][C:5]([C:1]([CH3:4])([CH3:3])[CH3:2])=[CH:6][CH:7]=1)([O-:16])=[O:15]. Given the reactants [C:1]([C:5]1[CH:13]=[CH:12][C:8]([C:9](Cl)=[O:10])=[CH:7][CH:6]=1)([CH3:4])([CH3:3])[CH3:2].[N+:14]([C:17]1[CH:23]=[CH:22][CH:21]=[CH:20][C:18]=1[NH2:19])([O-:16])=[O:15], predict the reaction product. (5) Given the reactants [CH3:1][O:2][C:3](=[O:11])[CH2:4][CH2:5][CH2:6][CH2:7][C:8]([OH:10])=[O:9].C1N=CN(C(N2C=NC=C2)=O)C=1.[C:24](O)([CH3:27])([CH3:26])[CH3:25].C1CCN2C(=NCCC2)CC1, predict the reaction product. The product is: [CH3:1][O:2][C:3](=[O:11])[CH2:4][CH2:5][CH2:6][CH2:7][C:8]([O:10][C:24]([CH3:27])([CH3:26])[CH3:25])=[O:9]. (6) Given the reactants [CH3:1][O:2][C:3](=[O:22])[CH2:4][N:5]1[C:13]2[C:8](=[CH:9][C:10]([O:14]CC3C=CC=CC=3)=[CH:11][CH:12]=2)[CH:7]=[CH:6]1.CO, predict the reaction product. The product is: [CH3:1][O:2][C:3](=[O:22])[CH2:4][N:5]1[C:13]2[C:8](=[CH:9][C:10]([OH:14])=[CH:11][CH:12]=2)[CH:7]=[CH:6]1. (7) Given the reactants [Br:1][CH:2]([CH2:15][CH2:16]Br)[C:3]([NH:5][CH2:6][C:7]1[CH:12]=[CH:11][C:10]([O:13][CH3:14])=[CH:9][CH:8]=1)=[O:4].[H-].[Na+], predict the reaction product. The product is: [Br:1][CH:2]1[CH2:15][CH2:16][N:5]([CH2:6][C:7]2[CH:12]=[CH:11][C:10]([O:13][CH3:14])=[CH:9][CH:8]=2)[C:3]1=[O:4]. (8) Given the reactants [CH2:1]([O:3][C@H:4]([C:42]([O:44]CC)=[O:43])[CH2:5][C:6]1[CH:41]=[CH:40][C:9]([O:10][CH2:11][CH2:12][N:13]2[C:22]3[C:17](=[CH:18][C:19]([C:23](=[N:35][O:36][CH3:37])[C:24]4[CH:34]=[CH:33][C:27]([C:28]([O:30]CC)=[O:29])=[CH:26][CH:25]=4)=[CH:20][CH:21]=3)[C:16]([CH3:39])([CH3:38])[CH2:15][CH2:14]2)=[CH:8][CH:7]=1)[CH3:2].[OH-].[Li+].Cl, predict the reaction product. The product is: [C:42]([C@@H:4]([O:3][CH2:1][CH3:2])[CH2:5][C:6]1[CH:7]=[CH:8][C:9]([O:10][CH2:11][CH2:12][N:13]2[C:22]3[C:17](=[CH:18][C:19]([C:23](=[N:35][O:36][CH3:37])[C:24]4[CH:25]=[CH:26][C:27]([C:28]([OH:30])=[O:29])=[CH:33][CH:34]=4)=[CH:20][CH:21]=3)[C:16]([CH3:39])([CH3:38])[CH2:15][CH2:14]2)=[CH:40][CH:41]=1)([OH:44])=[O:43].